Dataset: Full USPTO retrosynthesis dataset with 1.9M reactions from patents (1976-2016). Task: Predict the reactants needed to synthesize the given product. (1) Given the product [CH2:1]([O:3][C:4](=[O:15])[CH2:5][C:6]1[S:17][CH:16]=[N:18][C:7]=1[C:8]1[S:9][CH:10]=[CH:11][N:12]=1)[CH3:2], predict the reactants needed to synthesize it. The reactants are: [CH2:1]([O:3][C:4](=[O:15])[CH2:5][CH:6](Br)[C:7](=O)[C:8]1[S:9][CH:10]=[CH:11][N:12]=1)[CH3:2].[CH:16]([NH2:18])=[S:17].C(N)=O.P12(SP3(SP(SP(S3)(S1)=S)(=S)S2)=S)=S. (2) Given the product [CH:26]1[C:27]2[C:32](=[CH:31][CH:30]=[CH:29][CH:28]=2)[CH:33]=[CH:34][C:25]=1[CH2:24][O:23][CH:11]1[CH:10]([C:7]2[CH:8]=[CH:9][C:4]([CH2:3][CH2:2][S:54][C:48]3[CH:53]=[CH:52][CH:51]=[CH:50][CH:49]=3)=[CH:5][CH:6]=2)[CH2:15][CH2:14][N:13]([C:16]([O:18][C:19]([CH3:20])([CH3:21])[CH3:22])=[O:17])[CH2:12]1, predict the reactants needed to synthesize it. The reactants are: O[CH2:2][CH2:3][C:4]1[CH:9]=[CH:8][C:7]([CH:10]2[CH2:15][CH2:14][N:13]([C:16]([O:18][C:19]([CH3:22])([CH3:21])[CH3:20])=[O:17])[CH2:12][CH:11]2[O:23][CH2:24][C:25]2[CH:34]=[CH:33][C:32]3[C:27](=[CH:28][CH:29]=[CH:30][CH:31]=3)[CH:26]=2)=[CH:6][CH:5]=1.C(P(CCCC)CCCC)CCC.[C:48]1([S:54]C2C=CC=CC=2)[CH:53]=[CH:52][CH:51]=[CH:50][CH:49]=1. (3) The reactants are: F[C:2]1[C:9]([C:10]([F:13])([F:12])[F:11])=[CH:8][CH:7]=[CH:6][C:3]=1[CH:4]=O.O.[NH2:15][NH2:16]. Given the product [F:11][C:10]([F:13])([F:12])[C:9]1[CH:8]=[CH:7][CH:6]=[C:3]2[C:2]=1[NH:16][N:15]=[CH:4]2, predict the reactants needed to synthesize it. (4) Given the product [C:1]([O:5][C:6]([N:8]1[C:36]2[C:31](=[CH:32][CH:33]=[C:34]([Cl:37])[CH:35]=2)[C:10]2([CH:15]([C:16]3[CH:21]=[CH:20][CH:19]=[C:18]([Cl:22])[CH:17]=3)[CH2:14][C:13](=[O:23])[N:12]([CH2:42][C:43]([O:45][CH3:46])=[O:44])[CH:11]2[C:24]2[CH:29]=[CH:28][CH:27]=[CH:26][C:25]=2[CH3:30])[C:9]1=[O:38])=[O:7])([CH3:4])([CH3:2])[CH3:3], predict the reactants needed to synthesize it. The reactants are: [C:1]([O:5][C:6]([N:8]1[C:36]2[C:31](=[CH:32][CH:33]=[C:34]([Cl:37])[CH:35]=2)[C:10]2([CH:15]([C:16]3[CH:21]=[CH:20][CH:19]=[C:18]([Cl:22])[CH:17]=3)[CH2:14][C:13](=[O:23])[NH:12][CH:11]2[C:24]2[CH:29]=[CH:28][CH:27]=[CH:26][C:25]=2[CH3:30])[C:9]1=[O:38])=[O:7])([CH3:4])([CH3:3])[CH3:2].[H-].[Li+].Br[CH2:42][C:43]([O:45][CH3:46])=[O:44]. (5) Given the product [CH3:1][N:2]([CH3:20])[C:3]1[C:12]2[C:7](=[CH:8][CH:9]=[CH:10][CH:11]=2)[C:6]([N:13]2[C:18]([CH3:19])=[CH:17][N:16]=[C:14]2[SH:15])=[CH:5][CH:4]=1, predict the reactants needed to synthesize it. The reactants are: [CH3:1][N:2]([CH3:20])[C:3]1[C:12]2[C:7](=[CH:8][CH:9]=[CH:10][CH:11]=2)[C:6]([NH:13][C:14]([NH:16][CH2:17][C:18]#[CH:19])=[S:15])=[CH:5][CH:4]=1.CO.CO[Na].C(O)(=O)C.